Dataset: Forward reaction prediction with 1.9M reactions from USPTO patents (1976-2016). Task: Predict the product of the given reaction. The product is: [CH3:10][C:11]1[CH:12]=[C:13]([N:41]([CH3:45])[C:42]2[S:43][CH:1]=[CH:2][N:44]=2)[CH:14]=[C:15]([CH3:40])[C:16]=1[CH2:17][CH2:18][S:19]([N:22]1[CH2:39][CH2:38][C:25]2([N:29]=[C:28]([CH:30]3[CH2:31][CH2:32][CH:33]([CH3:36])[CH2:34][CH2:35]3)[NH:27][C:26]2=[O:37])[CH2:24][CH2:23]1)(=[O:20])=[O:21]. Given the reactants [CH2:1](OC(OCC)CBr)[CH3:2].[CH3:10][C:11]1[CH:12]=[C:13]([N:41]([CH3:45])[C:42]([NH2:44])=[S:43])[CH:14]=[C:15]([CH3:40])[C:16]=1[CH2:17][CH2:18][S:19]([N:22]1[CH2:39][CH2:38][C:25]2([N:29]=[C:28]([CH:30]3[CH2:35][CH2:34][CH:33]([CH3:36])[CH2:32][CH2:31]3)[NH:27][C:26]2=[O:37])[CH2:24][CH2:23]1)(=[O:21])=[O:20], predict the reaction product.